Dataset: Reaction yield outcomes from USPTO patents with 853,638 reactions. Task: Predict the reaction yield, written as a fraction of the theoretical maximum amount of product (1.0 means a 100% yield; for example, 0.34 means a 34% yield). (1) The reactants are [N+:1]([C:4]1[CH:9]=[CH:8][CH:7]=[C:6]([C:10]([F:13])([F:12])[F:11])[C:5]=1[OH:14])([O-:3])=[O:2].[C:15]([O-])([O-])=O.[K+].[K+].IC. The catalyst is CN(C=O)C. The product is [N+:1]([C:4]1[CH:9]=[CH:8][CH:7]=[C:6]([C:10]([F:11])([F:12])[F:13])[C:5]=1[O:14][CH3:15])([O-:3])=[O:2]. The yield is 0.920. (2) The reactants are [CH3:1][C:2]1([C:5](O)=O)[CH2:4][CH2:3]1.[NH2:8][NH:9][C:10]([NH2:12])=[S:11].O(Cl)Cl.[P+3]. The catalyst is O1CCOCC1. The product is [CH3:1][C:2]1([C:5]2[S:11][C:10]([NH2:12])=[N:9][N:8]=2)[CH2:4][CH2:3]1. The yield is 0.160. (3) The reactants are Cl[CH2:2][C:3]1[CH:4]=[C:5]([O:12][CH3:13])[C:6]2[O:10][CH2:9][O:8][C:7]=2[CH:11]=1.[C-:14]#[N:15].[Na+].O. The catalyst is CS(C)=O. The product is [CH3:13][O:12][C:5]1[C:6]2[O:10][CH2:9][O:8][C:7]=2[CH:11]=[C:3]([CH2:2][C:14]#[N:15])[CH:4]=1. The yield is 0.450.